Dataset: Full USPTO retrosynthesis dataset with 1.9M reactions from patents (1976-2016). Task: Predict the reactants needed to synthesize the given product. Given the product [CH:18]1([CH2:17][O:16][C:13]2[C:12]([C:21]3[C:26]([CH:27]([CH3:29])[CH3:28])=[CH:25][CH:24]=[CH:23][CH:22]=3)=[CH:11][C:10]([CH:5]([CH2:6][CH:7]([CH3:9])[CH3:8])[C:4]([OH:30])=[O:3])=[CH:15][CH:14]=2)[CH2:19][CH2:20]1, predict the reactants needed to synthesize it. The reactants are: C([O:3][C:4](=[O:30])[CH:5]([C:10]1[CH:11]=[C:12]([C:21]2[C:26]([CH:27]([CH3:29])[CH3:28])=[CH:25][CH:24]=[CH:23][CH:22]=2)[C:13]([O:16][CH2:17][CH:18]2[CH2:20][CH2:19]2)=[CH:14][CH:15]=1)[CH2:6][CH:7]([CH3:9])[CH3:8])C.O.[OH-].[Li+].